From a dataset of CYP1A2 inhibition data for predicting drug metabolism from PubChem BioAssay. Regression/Classification. Given a drug SMILES string, predict its absorption, distribution, metabolism, or excretion properties. Task type varies by dataset: regression for continuous measurements (e.g., permeability, clearance, half-life) or binary classification for categorical outcomes (e.g., BBB penetration, CYP inhibition). Dataset: cyp1a2_veith. (1) The drug is C[N+](C)(C)CC#CCOC(=O)Nc1cccc(Cl)c1. The result is 1 (inhibitor). (2) The compound is COCCn1c(=O)c(C)nc2cnc(Nc3ccccc3)nc21. The result is 1 (inhibitor). (3) The molecule is COc1ccc(OC)c(/C=N/NC(=O)c2csc3ccccc23)c1. The result is 1 (inhibitor). (4) The compound is NCCSCCc1ccccc1. The result is 1 (inhibitor). (5) The drug is CC(C)(C)NS(=O)(=O)c1ccc(NS(=O)(=O)c2ccc(F)cc2)cc1. The result is 0 (non-inhibitor). (6) The molecule is CC(C)CN1CCCC2(CCN(S(=O)(=O)c3ccccc3)CC2)C1. The result is 0 (non-inhibitor). (7) The compound is NCCNCC1CCNCC1. The result is 0 (non-inhibitor). (8) The compound is CCN(CC)S(=O)(=O)c1ccc2c3c(cccc13)C(=O)S2. The result is 1 (inhibitor). (9) The molecule is N[C@@H]1C=CC=C(C(=O)O)C1. The result is 0 (non-inhibitor). (10) The compound is CN(CC[C@@H](Oc1ccc(-c2ccccc2)cc1)c1ccc(F)cc1)CC(=O)O. The result is 0 (non-inhibitor).